Dataset: Forward reaction prediction with 1.9M reactions from USPTO patents (1976-2016). Task: Predict the product of the given reaction. (1) Given the reactants CO[C:3]([C:5]1[CH:10]=[N:9][C:8]([CH:11](Br)Br)=[CH:7][N:6]=1)=[O:4].COC([C:18]1[CH:23]=[N:22][C:21](C)=[CH:20][N:19]=1)=O.Br[N:26]1[C:30](=O)[CH2:29][CH2:28][C:27]1=O.[C:33](OOC(=O)C1C=CC=CC=1)(=O)[C:34]1C=CC=C[CH:35]=1.[C:51](Cl)(Cl)(Cl)Cl, predict the reaction product. The product is: [CH:34]([N:19]1[CH2:18][CH2:23][N:22]([C:3]([C:5]2[CH:10]=[N:9][C:8]([CH2:11][N:26]3[CH2:30][CH2:29][CH2:28][CH2:27][CH2:51]3)=[CH:7][N:6]=2)=[O:4])[CH2:21][CH2:20]1)([CH3:35])[CH3:33]. (2) Given the reactants C1(C)C(S([CH2:10][N+:11]#[C-:12])(=O)=O)=CC=CC=1.N12CCCN=C1CCCCC2.ClCCl.[Br:28][C:29]1[CH:30]=[C:31]([CH:35]=[O:36])[CH:32]=[N:33][CH:34]=1, predict the reaction product. The product is: [Br:28][C:29]1[CH:30]=[C:31]([C:35]2[O:36][CH:12]=[N:11][CH:10]=2)[CH:32]=[N:33][CH:34]=1. (3) Given the reactants [CH3:1][N:2]([CH3:10])/[CH:3]=[CH:4]/[C:5]([O:7][CH2:8][CH3:9])=[O:6].C(N(CC)CC)C.[F:18][C:19]1[C:20]([C:25](Cl)=[O:26])=[N:21][CH:22]=[CH:23][CH:24]=1, predict the reaction product. The product is: [CH3:1][N:2]([CH3:10])/[CH:3]=[C:4](/[C:25](=[O:26])[C:20]1[C:19]([F:18])=[CH:24][CH:23]=[CH:22][N:21]=1)\[C:5]([O:7][CH2:8][CH3:9])=[O:6].